Dataset: Reaction yield outcomes from USPTO patents with 853,638 reactions. Task: Predict the reaction yield, written as a fraction of the theoretical maximum amount of product (1.0 means a 100% yield; for example, 0.34 means a 34% yield). (1) The reactants are N(C(C1C=C(C(=C2CCNCC2)C2C=CC(C(N(CC)CC)=O)=CC=2)C=CC=1)=O)C1C=CC=CC=1.C(OC([N:43]1[CH2:48][CH2:47][C:46](=[C:49]([C:59]2[CH:64]=[CH:63][C:62]([C:65]([N:67]([CH2:70][CH3:71])[CH2:68][CH3:69])=[O:66])=[CH:61][CH:60]=2)[C:50]2[CH:51]=[C:52]([CH:56]=[CH:57][CH:58]=2)[C:53]([OH:55])=O)[CH2:45][CH2:44]1)=O)(C)(C)C.[CH3:72][NH:73][CH2:74][CH2:75][C:76]1[CH:81]=[CH:80][CH:79]=[CH:78][CH:77]=1.C(O)(C(F)(F)F)=O. No catalyst specified. The product is [CH3:72][N:73]([CH2:74][CH2:75][C:76]1[CH:81]=[CH:80][CH:79]=[CH:78][CH:77]=1)[C:53]([C:52]1[CH:51]=[C:50]([C:49](=[C:46]2[CH2:45][CH2:44][NH:43][CH2:48][CH2:47]2)[C:59]2[CH:60]=[CH:61][C:62]([C:65]([N:67]([CH2:70][CH3:71])[CH2:68][CH3:69])=[O:66])=[CH:63][CH:64]=2)[CH:58]=[CH:57][CH:56]=1)=[O:55]. The yield is 0.490. (2) The reactants are [CH2:1]([O:3][C:4]([C:6]1([C:9]2[N:14]=[C:13]3[N:15]([CH3:19])[N:16]=[C:17](N)[C:12]3=[C:11]([C:20]3[CH:25]=[CH:24][C:23]([NH:26][C:27]([NH:29][C:30]4[CH:35]=[CH:34][CH:33]=[C:32]([C:36]([F:39])([F:38])[F:37])[CH:31]=4)=[O:28])=[CH:22][CH:21]=3)[CH:10]=2)[CH2:8][CH2:7]1)=[O:5])[CH3:2].S(=O)(=O)(O)O.N([O-])=O.[Na+]. No catalyst specified. The product is [CH2:1]([O:3][C:4]([C:6]1([C:9]2[N:14]=[C:13]3[N:15]([CH3:19])[N:16]=[CH:17][C:12]3=[C:11]([C:20]3[CH:21]=[CH:22][C:23]([NH:26][C:27]([NH:29][C:30]4[CH:35]=[CH:34][CH:33]=[C:32]([C:36]([F:39])([F:38])[F:37])[CH:31]=4)=[O:28])=[CH:24][CH:25]=3)[CH:10]=2)[CH2:8][CH2:7]1)=[O:5])[CH3:2]. The yield is 0.480. (3) The reactants are [C:1](#[N:9])[C:2]1[C:3](=[CH:5][CH:6]=[CH:7][CH:8]=1)[NH2:4].[NH2:10][OH:11]. The catalyst is CCO. The product is [NH2:4][C:3]1[CH:5]=[CH:6][CH:7]=[CH:8][C:2]=1[C:1](=[N:10][OH:11])[NH2:9]. The yield is 0.903. (4) The reactants are [CH3:1][O:2][C:3]1[CH:4]=[C:5]2[C:10](=[CH:11][C:12]=1[O:13][CH3:14])[C:9]([CH3:15])=[N:8][C:7]([OH:16])=[CH:6]2.[OH-].[K+].[CH2:19](Br)[C:20]1[CH:25]=[CH:24][CH:23]=[CH:22][CH:21]=1.C(Cl)[Cl:28]. The catalyst is C1(C)C=CC=CC=1.O.CC(O)=O. The product is [ClH:28].[CH2:19]([C:6]1[C:5]2[C:10](=[CH:11][C:12]([O:13][CH3:14])=[C:3]([O:2][CH3:1])[CH:4]=2)[C:9]([CH3:15])=[N:8][C:7]=1[OH:16])[C:20]1[CH:25]=[CH:24][CH:23]=[CH:22][CH:21]=1. The yield is 0.380. (5) The reactants are [ClH:1].[N:2]1[CH:7]=[CH:6][CH:5]=[C:4]([C@@H:8]2[CH2:10][C@H:9]2[NH:11]C(=O)OC(C)(C)C)[CH:3]=1. The catalyst is O1CCOCC1. The product is [ClH:1].[N:2]1[CH:7]=[CH:6][CH:5]=[C:4]([C@@H:8]2[CH2:10][C@H:9]2[NH2:11])[CH:3]=1. The yield is 0.827.